The task is: Predict the product of the given reaction.. This data is from Forward reaction prediction with 1.9M reactions from USPTO patents (1976-2016). (1) Given the reactants Cl[C:2]1[CH:7]=[CH:6][N:5]=[C:4]2[CH:8]=[C:9]([C:11]([N:13]3[CH2:17][CH2:16][C@H:15]([O:18][CH2:19][CH2:20][O:21][CH3:22])[CH2:14]3)=[O:12])[S:10][C:3]=12.[CH3:23][C:24]1[NH:25][C:26]2[C:31]([CH:32]=1)=[CH:30][C:29]([NH2:33])=[CH:28][CH:27]=2, predict the reaction product. The product is: [CH3:22][O:21][CH2:20][CH2:19][O:18][C@H:15]1[CH2:16][CH2:17][N:13]([C:11]([C:9]2[S:10][C:3]3[C:4](=[N:5][CH:6]=[CH:7][C:2]=3[NH:33][C:29]3[CH:30]=[C:31]4[C:26](=[CH:27][CH:28]=3)[NH:25][C:24]([CH3:23])=[CH:32]4)[CH:8]=2)=[O:12])[CH2:14]1. (2) Given the reactants [CH:1]1([N:6]2[CH2:12][C:11]([F:14])([F:13])[C:10](=[O:15])[N:9]([CH3:16])[C:8]3[CH:17]=[N:18][C:19]([NH:21][C:22]4[CH:30]=[CH:29][C:25]([C:26]([OH:28])=O)=[CH:24][C:23]=4[CH2:31][CH3:32])=[N:20][C:7]2=3)[CH2:5][CH2:4][CH2:3][CH2:2]1.ON1C2C=CC=CC=2N=N1.F[P-](F)(F)(F)(F)F.CN(C(N(C)C)=[N+]1C2C=CC=CC=2[N+]([O-])=N1)C.C(N(C(C)C)CC)(C)C.[NH2:76][CH:77]1[CH2:82][CH2:81][N:80]([CH3:83])[CH2:79][CH2:78]1, predict the reaction product. The product is: [CH:1]1([N:6]2[CH2:12][C:11]([F:13])([F:14])[C:10](=[O:15])[N:9]([CH3:16])[C:8]3[CH:17]=[N:18][C:19]([NH:21][C:22]4[CH:30]=[CH:29][C:25]([C:26]([NH:76][CH:77]5[CH2:82][CH2:81][N:80]([CH3:83])[CH2:79][CH2:78]5)=[O:28])=[CH:24][C:23]=4[CH2:31][CH3:32])=[N:20][C:7]2=3)[CH2:2][CH2:3][CH2:4][CH2:5]1. (3) Given the reactants [N+:1]([C:4]1[C:5]([NH:10][CH2:11][C:12]([O:14]C)=O)=[N:6][CH:7]=[CH:8][CH:9]=1)([O-])=O, predict the reaction product. The product is: [NH:1]1[C:12](=[O:14])[CH2:11][NH:10][C:5]2[N:6]=[CH:7][CH:8]=[CH:9][C:4]1=2.